Dataset: Forward reaction prediction with 1.9M reactions from USPTO patents (1976-2016). Task: Predict the product of the given reaction. (1) Given the reactants S(Cl)(C)(=O)=O.[Cl:6][C:7]1[CH:12]=[CH:11][C:10]([CH2:13][CH2:14][CH2:15]O)=[CH:9][CH:8]=1.C(N(CC)CC)C.[C:24]1(=[O:34])[NH:28][C:27](=[O:29])[C:26]2=[CH:30][CH:31]=[CH:32][CH:33]=[C:25]12.[K].[OH-].[Na+], predict the reaction product. The product is: [Cl:6][C:7]1[CH:8]=[CH:9][C:10]([CH2:13][CH2:14][CH2:15][N:28]2[C:24](=[O:34])[C:25]3[C:26](=[CH:30][CH:31]=[CH:32][CH:33]=3)[C:27]2=[O:29])=[CH:11][CH:12]=1. (2) Given the reactants [CH3:1][N:2]([CH3:31])[CH2:3][CH2:4][NH:5][C:6]1[N:11]=[C:10]([C:12]2[CH:17]=[CH:16][CH:15]=[CH:14][CH:13]=2)[N:9]=[C:8]([C:18]([NH:20][C:21]2[CH:30]=[CH:29][CH:28]=[CH:27][C:22]=2[C:23]([O:25]C)=[O:24])=[O:19])[CH:7]=1.[OH-].[Li+].O.Cl, predict the reaction product. The product is: [CH3:1][N:2]([CH3:31])[CH2:3][CH2:4][NH:5][C:6]1[N:11]=[C:10]([C:12]2[CH:13]=[CH:14][CH:15]=[CH:16][CH:17]=2)[N:9]=[C:8]([C:18]([NH:20][C:21]2[CH:30]=[CH:29][CH:28]=[CH:27][C:22]=2[C:23]([OH:25])=[O:24])=[O:19])[CH:7]=1. (3) Given the reactants [Cl:1][C:2]1[CH:7]=[CH:6][C:5]([C:8]2([CH2:20][CH2:21][C:22]([N:24]3[CH2:29][CH2:28][CH:27]([C:30](=[O:32])[CH3:31])[CH2:26][CH2:25]3)=[O:23])[C:16]3[C:11](=[CH:12][CH:13]=[CH:14][CH:15]=3)[C:10]3=[N:17][CH:18]=[CH:19][N:9]23)=[CH:4][CH:3]=1.[CH3:33][Mg+].[Br-], predict the reaction product. The product is: [Cl:1][C:2]1[CH:7]=[CH:6][C:5]([C:8]2([CH2:20][CH2:21][C:22]([N:24]3[CH2:25][CH2:26][CH:27]([C:30]([OH:32])([CH3:33])[CH3:31])[CH2:28][CH2:29]3)=[O:23])[C:16]3[C:11](=[CH:12][CH:13]=[CH:14][CH:15]=3)[C:10]3=[N:17][CH:18]=[CH:19][N:9]23)=[CH:4][CH:3]=1. (4) Given the reactants [Cl:1][C:2]1[CH:10]=[CH:9][C:8]2[NH:7][C:6]3[CH2:11][CH2:12][N:13]([CH3:15])[CH2:14][C:5]=3[C:4]=2[CH:3]=1.P([O-])([O-])([O-])=O.[K+].[K+].[K+].Br[CH:25]=[C:26]([C:28]1[CH:33]=[CH:32][C:31]([Cl:34])=[C:30]([Cl:35])[CH:29]=1)[CH3:27], predict the reaction product. The product is: [Cl:1][C:2]1[CH:10]=[CH:9][C:8]2[N:7](/[CH:25]=[C:26](/[C:28]3[CH:33]=[CH:32][C:31]([Cl:34])=[C:30]([Cl:35])[CH:29]=3)\[CH3:27])[C:6]3[CH2:11][CH2:12][N:13]([CH3:15])[CH2:14][C:5]=3[C:4]=2[CH:3]=1. (5) Given the reactants Br[C:2]1[CH:3]=[C:4]([NH:14][C:15]2[C:24]3[C:19](=[CH:20][C:21]([F:26])=[CH:22][C:23]=3[F:25])[N:18]=[C:17]([C:27]3[CH:32]=[CH:31][CH:30]=[CH:29][N:28]=3)[C:16]=2[CH3:33])[C:5]([C:8]2[CH2:9][CH2:10][O:11][CH2:12][CH:13]=2)=[N:6][CH:7]=1.C1(P(C2CCCCC2)C2(C(C)C)CC(C(C)C)=CC(C(C)C)=C2C2C=CC=CC=2)CCCCC1.[NH:68]1[CH2:73][CH2:72][O:71][CH2:70][CH2:69]1.CC(C)([O-])C.[Na+], predict the reaction product. The product is: [O:11]1[CH2:12][CH:13]=[C:8]([C:5]2[C:4]([NH:14][C:15]3[C:24]4[C:19](=[CH:20][C:21]([F:26])=[CH:22][C:23]=4[F:25])[N:18]=[C:17]([C:27]4[CH:32]=[CH:31][CH:30]=[CH:29][N:28]=4)[C:16]=3[CH3:33])=[CH:3][C:2]([N:68]3[CH2:73][CH2:72][O:71][CH2:70][CH2:69]3)=[CH:7][N:6]=2)[CH2:9][CH2:10]1.